From a dataset of Forward reaction prediction with 1.9M reactions from USPTO patents (1976-2016). Predict the product of the given reaction. The product is: [CH3:19][O:20][C:21]1[CH:26]=[C:25]([C:2]2[CH:3]=[N:4][CH:5]=[C:6]([NH:8][C@H:9]3[C:18]4[C:13](=[CH:14][CH:15]=[CH:16][CH:17]=4)[CH2:12][CH2:11][CH2:10]3)[N:7]=2)[CH:24]=[CH:23][C:22]=1[OH:36]. Given the reactants Cl[C:2]1[N:7]=[C:6]([NH:8][C@H:9]2[C:18]3[C:13](=[CH:14][CH:15]=[CH:16][CH:17]=3)[CH2:12][CH2:11][CH2:10]2)[CH:5]=[N:4][CH:3]=1.[CH3:19][O:20][C:21]1[CH:26]=[C:25](B2OC(C)(C)C(C)(C)O2)[CH:24]=[CH:23][C:22]=1[OH:36], predict the reaction product.